Dataset: Full USPTO retrosynthesis dataset with 1.9M reactions from patents (1976-2016). Task: Predict the reactants needed to synthesize the given product. (1) Given the product [OH:6][C@@H:7]1[CH2:12][C@H:10]([OH:11])[C@H:9]([CH2:13]/[CH:14]=[CH:15]\[CH2:16][CH2:17][CH2:18][C:19]([O:21][CH:22]([CH3:24])[CH3:23])=[O:20])[C@H:8]1[CH2:25][CH2:26][C@@H:27]([O:36][C:37]([O:38][CH2:39][CH:40]([CH2:44][C:45]#[CH:46])[CH2:41][C:42]#[CH:43])=[O:47])[CH2:28][CH2:29][C:30]1[CH:31]=[CH:32][CH:33]=[CH:34][CH:35]=1, predict the reactants needed to synthesize it. The reactants are: C(B1[O:11][C@H:10]2[CH2:12][C@H:7]([C@H:8]([CH2:25][CH2:26][C@@H:27]([OH:36])[CH2:28][CH2:29][C:30]3[CH:35]=[CH:34][CH:33]=[CH:32][CH:31]=3)[C@H:9]2[CH2:13]/[CH:14]=[CH:15]\[CH2:16][CH2:17][CH2:18][C:19]([O:21][CH:22]([CH3:24])[CH3:23])=[O:20])[O:6]1)CCC.[C:37](Cl)(=[O:47])[O:38][CH2:39][CH:40]([CH2:44][C:45]#[CH:46])[CH2:41][C:42]#[CH:43]. (2) Given the product [Cl:26][C:22]1[CH:23]=[CH:24][CH:25]=[C:20]([Cl:19])[C:21]=1[CH:27]1[CH2:28][CH2:29][N:30]([CH2:16][C:8]2[NH:9][C:10]3[C:15]([C:7]=2[C:1]2[CH:6]=[CH:5][CH:4]=[CH:3][CH:2]=2)=[CH:14][CH:13]=[CH:12][CH:11]=3)[CH2:31][CH2:32]1, predict the reactants needed to synthesize it. The reactants are: [C:1]1([C:7]2[C:15]3[C:10](=[CH:11][CH:12]=[CH:13][CH:14]=3)[NH:9][C:8]=2[CH:16]=O)[CH:6]=[CH:5][CH:4]=[CH:3][CH:2]=1.Cl.[Cl:19][C:20]1[CH:25]=[CH:24][CH:23]=[C:22]([Cl:26])[C:21]=1[CH:27]1[CH2:32][CH2:31][NH:30][CH2:29][CH2:28]1.C([BH3-])#N. (3) Given the product [C:22]([C:7]1[C:8]2[C:13](=[CH:12][CH:11]=[C:10]([C:16]3[CH:21]=[CH:20][CH:19]=[CH:18][CH:17]=3)[CH:9]=2)[C:14]([OH:15])=[C:5]([C:3]([NH:24][CH2:25][CH2:26][C:27]([OH:29])=[O:28])=[O:4])[N:6]=1)#[N:23], predict the reactants needed to synthesize it. The reactants are: CO[C:3]([C:5]1[N:6]=[C:7]([C:22]#[N:23])[C:8]2[C:13]([C:14]=1[OH:15])=[CH:12][CH:11]=[C:10]([C:16]1[CH:21]=[CH:20][CH:19]=[CH:18][CH:17]=1)[CH:9]=2)=[O:4].[NH2:24][CH2:25][CH2:26][C:27]([OH:29])=[O:28].C[O-].[Na+]. (4) Given the product [CH3:39][N:40]([CH3:44])[CH2:41][CH2:42][NH:43][C:2]1[CH:9]=[C:8]([N:10]2[C:22]3[CH:21]=[CH:20][CH:19]=[C:18]([C:23]4[NH:27][C:26]5[CH:28]=[C:29]([F:32])[CH:30]=[CH:31][C:25]=5[N:24]=4)[C:17]=3[C:16]3[C:11]2=[CH:12][CH:13]=[CH:14][CH:15]=3)[CH:7]=[CH:6][C:3]=1[C:4]([NH2:5])=[O:45], predict the reactants needed to synthesize it. The reactants are: F[C:2]1[CH:9]=[C:8]([N:10]2[C:22]3[CH:21]=[CH:20][CH:19]=[C:18]([C:23]4[NH:27][C:26]5[CH:28]=[C:29]([F:32])[CH:30]=[CH:31][C:25]=5[N:24]=4)[C:17]=3[C:16]3[C:11]2=[CH:12][CH:13]=[CH:14][CH:15]=3)[CH:7]=[CH:6][C:3]=1[C:4]#[N:5].C(=O)([O-])[O-].[K+].[K+].[CH3:39][N:40]([CH3:44])[CH2:41][CH2:42][NH2:43].[OH-:45].[Na+].OO. (5) Given the product [C:6]([C:7]1[CH:12]=[CH:11][N:10]=[C:9]2[NH:13][CH:14]=[C:15]([CH:23]([OH:24])[C:22]3[C:17]([F:16])=[C:18]([NH:26][S:27]([C:30]4[CH:31]=[CH:32][C:33]([C:36]([F:39])([F:38])[F:37])=[CH:34][CH:35]=4)(=[O:29])=[O:28])[CH:19]=[CH:20][C:21]=3[F:25])[C:8]=12)#[CH:5], predict the reactants needed to synthesize it. The reactants are: C[Si]([C:5]#[C:6][C:7]1[CH:12]=[CH:11][N:10]=[C:9]2[NH:13][CH:14]=[CH:15][C:8]=12)(C)C.[F:16][C:17]1[C:22]([CH:23]=[O:24])=[C:21]([F:25])[CH:20]=[CH:19][C:18]=1[NH:26][S:27]([C:30]1[CH:35]=[CH:34][C:33]([C:36]([F:39])([F:38])[F:37])=[CH:32][CH:31]=1)(=[O:29])=[O:28].[OH-].[K+].[Cl-].[NH4+].